From a dataset of Full USPTO retrosynthesis dataset with 1.9M reactions from patents (1976-2016). Predict the reactants needed to synthesize the given product. (1) Given the product [CH3:32][C:26]1[CH:27]=[C:28]([CH3:31])[CH:29]=[CH:30][C:25]=1[N:22]1[CH2:23][CH2:24][N:19]([C:17]([C:14]2[CH:15]=[CH:16][C:11]([N:7]3[CH2:6][CH:5]([CH2:3][OH:2])[CH2:9][C:8]3=[O:10])=[CH:12][CH:13]=2)=[O:18])[CH2:20][CH2:21]1, predict the reactants needed to synthesize it. The reactants are: C[O:2][C:3]([CH:5]1[CH2:9][C:8](=[O:10])[N:7]([C:11]2[CH:16]=[CH:15][C:14]([C:17]([N:19]3[CH2:24][CH2:23][N:22]([C:25]4[CH:30]=[CH:29][C:28]([CH3:31])=[CH:27][C:26]=4[CH3:32])[CH2:21][CH2:20]3)=[O:18])=[CH:13][CH:12]=2)[CH2:6]1)=O.O1CCCC1.[BH4-].[Na+].CO. (2) Given the product [CH3:1][C:2]1([CH3:17])[C:16]2[C:7](=[C:8]([C:9]([O:11][CH3:12])=[O:10])[CH:13]=[CH:14][CH:15]=2)[NH:6][C:4](=[O:5])[CH2:3]1, predict the reactants needed to synthesize it. The reactants are: [CH3:1][C:2]([CH3:17])=[CH:3][C:4]([NH:6][C:7]1[CH:16]=[CH:15][CH:14]=[CH:13][C:8]=1[C:9]([O:11][CH3:12])=[O:10])=[O:5].[Cl-].[Cl-].[Cl-].[Al+3].